Dataset: Peptide-MHC class I binding affinity with 185,985 pairs from IEDB/IMGT. Task: Regression. Given a peptide amino acid sequence and an MHC pseudo amino acid sequence, predict their binding affinity value. This is MHC class I binding data. (1) The peptide sequence is SQPCQRYDT. The MHC is Mamu-A01 with pseudo-sequence Mamu-A01. The binding affinity (normalized) is 0. (2) The peptide sequence is AVKSEHTGK. The MHC is HLA-A30:01 with pseudo-sequence HLA-A30:01. The binding affinity (normalized) is 0.615. (3) The peptide sequence is RPRLHSISF. The MHC is HLA-A01:01 with pseudo-sequence HLA-A01:01. The binding affinity (normalized) is 0.336. (4) The peptide sequence is FYPEKSTVI. The MHC is HLA-A26:02 with pseudo-sequence HLA-A26:02. The binding affinity (normalized) is 0.0847. (5) The peptide sequence is FDAWFSQRGG. The MHC is HLA-B40:02 with pseudo-sequence HLA-B40:02. The binding affinity (normalized) is 0. (6) The peptide sequence is LTQIFEVYWY. The MHC is HLA-A33:01 with pseudo-sequence HLA-A33:01. The binding affinity (normalized) is 0.340. (7) The peptide sequence is GKFFAQAFL. The MHC is HLA-A11:01 with pseudo-sequence HLA-A11:01. The binding affinity (normalized) is 0.0847.